From a dataset of Forward reaction prediction with 1.9M reactions from USPTO patents (1976-2016). Predict the product of the given reaction. The product is: [CH3:1][O:2][C:3]1[C:4]([C:12]2[NH:13][NH:14][N:15]([CH3:17])[CH:16]=2)=[CH:5][CH:6]=[CH:7][C:8]=1[NH2:9]. Given the reactants [CH3:1][O:2][C:3]1[C:8]([N+:9]([O-])=O)=[CH:7][CH:6]=[CH:5][C:4]=1[C:12]1[NH:13][NH:14][N:15]([CH3:17])[CH:16]=1.[Cl-].[NH4+], predict the reaction product.